This data is from Reaction yield outcomes from USPTO patents with 853,638 reactions. The task is: Predict the reaction yield, written as a fraction of the theoretical maximum amount of product (1.0 means a 100% yield; for example, 0.34 means a 34% yield). The reactants are [C:1]([C:5]1[CH:10]=[C:9]([O:11][C:12](=[O:17])[C:13]([CH3:16])([CH3:15])[CH3:14])[C:8]([C:18]([CH3:21])([CH3:20])[CH3:19])=[CH:7][C:6]=1[OH:22])([CH3:4])([CH3:3])[CH3:2].[H-].[Na+].[CH2:25](Cl)[C:26](=[CH2:28])[CH3:27]. The catalyst is CN(C)C=O. The product is [C:1]([C:5]1[CH:10]=[C:9]([O:11][C:12](=[O:17])[C:13]([CH3:16])([CH3:15])[CH3:14])[C:8]([C:18]([CH3:21])([CH3:20])[CH3:19])=[CH:7][C:6]=1[O:22][CH2:27][C:26]([CH3:28])=[CH2:25])([CH3:4])([CH3:3])[CH3:2]. The yield is 0.820.